The task is: Predict the product of the given reaction.. This data is from Forward reaction prediction with 1.9M reactions from USPTO patents (1976-2016). Given the reactants [CH2:1]([O:3][CH2:4][C:5]1[N:6]([CH2:17][CH2:18][CH:19]2[CH2:24][CH2:23][NH:22][CH2:21][CH2:20]2)[C:7]2[C:12]([CH3:13])=[C:11]([CH3:14])[N:10]=[C:9]([NH2:15])[C:8]=2[N:16]=1)[CH3:2].[N:25]1([C:31](Cl)=[O:32])[CH2:30][CH2:29][O:28][CH2:27][CH2:26]1, predict the reaction product. The product is: [CH2:1]([O:3][CH2:4][C:5]1[N:6]([CH2:17][CH2:18][CH:19]2[CH2:20][CH2:21][N:22]([C:31]([N:25]3[CH2:30][CH2:29][O:28][CH2:27][CH2:26]3)=[O:32])[CH2:23][CH2:24]2)[C:7]2[C:12]([CH3:13])=[C:11]([CH3:14])[N:10]=[C:9]([NH2:15])[C:8]=2[N:16]=1)[CH3:2].